This data is from Full USPTO retrosynthesis dataset with 1.9M reactions from patents (1976-2016). The task is: Predict the reactants needed to synthesize the given product. (1) Given the product [OH:8][CH:7]([CH:9]1[CH2:10][CH2:11][N:12]([C:15]([O:17][C:18]([CH3:21])([CH3:20])[CH3:19])=[O:16])[CH2:13][CH2:14]1)[CH2:6][N:1]1[CH2:5][CH2:4][CH2:3][CH2:2]1, predict the reactants needed to synthesize it. The reactants are: [N:1]1([CH2:6][C:7]([CH:9]2[CH2:14][CH2:13][N:12]([C:15]([O:17][C:18]([CH3:21])([CH3:20])[CH3:19])=[O:16])[CH2:11][CH2:10]2)=[O:8])[CH2:5][CH2:4][CH2:3][CH2:2]1.[BH4-].[Na+].Cl. (2) Given the product [F:3][C:4]1[CH:9]=[CH:8][C:7]([C:10]2[O:28][C:13]3[CH:14]=[C:15]([NH:23][S:24]([CH3:27])(=[O:26])=[O:25])[C:16]4[O:20][CH:19]([CH2:21][OH:22])[CH2:18][C:17]=4[C:12]=3[C:11]=2[C:29]([NH:35][CH3:34])=[O:30])=[CH:6][CH:5]=1, predict the reactants needed to synthesize it. The reactants are: CN.[F:3][C:4]1[CH:9]=[CH:8][C:7]([C:10]2[O:28][C:13]3[CH:14]=[C:15]([NH:23][S:24]([CH3:27])(=[O:26])=[O:25])[C:16]4[O:20][CH:19]([CH2:21][OH:22])[CH2:18][C:17]=4[C:12]=3[C:11]=2[C:29](O)=[O:30])=[CH:6][CH:5]=1.C1C[N:35]([P+](ON2N=NC3C=CC=CC2=3)(N2CCCC2)N2CCCC2)[CH2:34]C1.F[P-](F)(F)(F)(F)F. (3) The reactants are: Br[C:2]1[CH:10]=[C:9]2[C:5]([C:6]([O:17][CH3:18])=[N:7][N:8]2[C:11]2[CH:16]=[CH:15][CH:14]=[CH:13][CH:12]=2)=[CH:4][CH:3]=1.CC1(C)C(C)(C)OB([C:27]2[CH:32]=[CH:31][C:30]([N:33]3[CH:37]=[CH:36][N:35]=[CH:34]3)=[CH:29][CH:28]=2)O1. Given the product [N:33]1([C:30]2[CH:31]=[CH:32][C:27]([C:2]3[CH:10]=[C:9]4[C:5]([C:6]([O:17][CH3:18])=[N:7][N:8]4[C:11]4[CH:16]=[CH:15][CH:14]=[CH:13][CH:12]=4)=[CH:4][CH:3]=3)=[CH:28][CH:29]=2)[CH:37]=[CH:36][N:35]=[CH:34]1, predict the reactants needed to synthesize it. (4) Given the product [CH3:1][O:2][C:3]1[C:8]2[O:9][C:10]3[CH:15]=[CH:14][CH:13]=[CH:12][C:11]=3[C:7]=2[C:6]([CH:17]=[O:19])=[CH:5][CH:4]=1, predict the reactants needed to synthesize it. The reactants are: [CH3:1][O:2][C:3]1[C:8]2[O:9][C:10]3[CH:15]=[CH:14][CH:13]=[CH:12][C:11]=3[C:7]=2[CH:6]=[CH:5][CH:4]=1.Cl[CH:17]([O:19]C)Cl.O. (5) Given the product [NH2:1][C:2]1[CH:3]=[CH:4][C:5]([C:8]2[CH:16]=[C:15]3[C:11]([CH2:12][N:13]([C@H:18]([CH:23]([CH3:25])[CH3:24])[C:19]([O:21][CH3:22])=[O:20])[C:14]3=[O:17])=[CH:10][CH:9]=2)=[CH:6][CH:7]=1, predict the reactants needed to synthesize it. The reactants are: [NH2:1][C:2]1[CH:7]=[CH:6][C:5]([C:8]2[CH:16]=[C:15]3[C:11]([CH2:12][N:13]([C@@H:18]([CH:23]([CH3:25])[CH3:24])[C:19]([O:21][CH3:22])=[O:20])[C:14]3=[O:17])=[CH:10][CH:9]=2)=[CH:4][CH:3]=1.CC(C)[C@@H](N1CC2C(=CC(C3C=CC([N+]([O-])=O)=CC=3)=CC=2)C1=O)C(OC)=O. (6) Given the product [C:4]([Si:1]([O:8][CH2:9][C:10]1[C:15]2[CH:16]=[CH:17][CH2:18][C:19]([CH3:22])([CH3:21])[CH2:20][C:14]=2[CH:13]=[CH:12][CH:11]=1)([CH3:3])[CH3:2])([CH3:7])([CH3:5])[CH3:6], predict the reactants needed to synthesize it. The reactants are: [Si:1]([O:8][CH2:9][C:10]1[C:15]2[CH:16](O)[CH2:17][CH2:18][C:19]([CH3:22])([CH3:21])[CH2:20][C:14]=2[CH:13]=[CH:12][CH:11]=1)([C:4]([CH3:7])([CH3:6])[CH3:5])([CH3:3])[CH3:2].C(N(CC)CC)C.CS(Cl)(=O)=O.[Cl-].[Li+].C1CCN2C(=NCCC2)CC1. (7) Given the product [CH:20]1([C:19]2[C:14]([NH:13][C@@H:5]3[C:6]4[C:11](=[CH:10][CH:9]=[CH:8][CH:7]=4)[CH2:12][C@H:4]3[NH2:1])=[N:15][C:16]([CH:31]3[CH2:32][CH2:33]3)=[C:17]([C:23]3[CH:28]=[CH:27][C:26]([Cl:29])=[CH:25][C:24]=3[Cl:30])[N:18]=2)[CH2:21][CH2:22]1, predict the reactants needed to synthesize it. The reactants are: [N:1]([C@@H:4]1[CH2:12][C:11]2[C:6](=[CH:7][CH:8]=[CH:9][CH:10]=2)[C@H:5]1[NH:13][C:14]1[C:19]([CH:20]2[CH2:22][CH2:21]2)=[N:18][C:17]([C:23]2[CH:28]=[CH:27][C:26]([Cl:29])=[CH:25][C:24]=2[Cl:30])=[C:16]([CH:31]2[CH2:33][CH2:32]2)[N:15]=1)=[N+]=[N-].C1C=CC(P(C2C=CC=CC=2)C2C=CC=CC=2)=CC=1.O.